Dataset: Full USPTO retrosynthesis dataset with 1.9M reactions from patents (1976-2016). Task: Predict the reactants needed to synthesize the given product. (1) Given the product [CH3:33][C:32]([Si:29]([CH3:31])([CH3:30])[O:21][C@@H:19]1[CH2:20][C:15]2[C@@:16]([CH3:22])([C@@H:11]3[C@@H:12]([CH2:13][CH:14]=2)[C@H:7]2[C@@:8]([CH3:23])([C@@H:4]([C:2](=[O:3])[CH3:1])[CH2:5][CH2:6]2)[CH2:9][CH2:10]3)[CH2:17][CH2:18]1)([CH3:35])[CH3:34], predict the reactants needed to synthesize it. The reactants are: [CH3:1][C:2]([C@@H:4]1[C@@:8]2([CH3:23])[CH2:9][CH2:10][C@@H:11]3[C@@:16]4([CH3:22])[CH2:17][CH2:18][C@H:19]([OH:21])[CH2:20][C:15]4=[CH:14][CH2:13][C@H:12]3[C@@H:7]2[CH2:6][CH2:5]1)=[O:3].N1C=CN=C1.[Si:29](Cl)([C:32]([CH3:35])([CH3:34])[CH3:33])([CH3:31])[CH3:30]. (2) Given the product [CH3:14][C:11]1[CH:10]=[CH:9][C:8]([C:5]2[CH2:4][C:3]([C:2]([F:26])([F:27])[F:1])([C:15]3[CH:20]=[CH:19][CH:18]=[C:17]([C:21]([F:23])([F:22])[F:24])[CH:16]=3)[O:7][N:6]=2)=[CH:13][CH:12]=1, predict the reactants needed to synthesize it. The reactants are: [F:1][C:2]([F:27])([F:26])[C:3](O)([C:15]1[CH:20]=[CH:19][CH:18]=[C:17]([C:21]([F:24])([F:23])[F:22])[CH:16]=1)[CH2:4][C:5]([C:8]1[CH:13]=[CH:12][C:11]([CH3:14])=[CH:10][CH:9]=1)=[N:6][OH:7].C1(P(C2C=CC=CC=2)C2C=CC=CC=2)C=CC=CC=1.N(C(OCC)=O)=NC(OCC)=O. (3) Given the product [Br:1][C:2]1[CH:3]=[CH:4][C:5]([NH:19][C:15]2([C:9]3[CH:14]=[CH:13][CH:12]=[CH:11][CH:10]=3)[CH2:16][CH2:17][CH2:18]2)=[N:6][CH:7]=1, predict the reactants needed to synthesize it. The reactants are: [Br:1][C:2]1[CH:3]=[CH:4][C:5](F)=[N:6][CH:7]=1.[C:9]1([C:15]2([NH2:19])[CH2:18][CH2:17][CH2:16]2)[CH:14]=[CH:13][CH:12]=[CH:11][CH:10]=1.CN1C(=O)CCC1.